This data is from Buchwald-Hartwig C-N cross coupling reaction yields with 55,370 reactions. The task is: Predict the reaction yield, written as a fraction of the theoretical maximum amount of product (1.0 means a 100% yield; for example, 0.34 means a 34% yield). The reactants are FC(F)(F)c1ccc(Cl)cc1.Cc1ccc(N)cc1.O=S(=O)(O[Pd]1c2ccccc2-c2ccccc2N~1)C(F)(F)F.CC(C)c1cc(C(C)C)c(-c2ccccc2P(C2CCCCC2)C2CCCCC2)c(C(C)C)c1.CCN=P(N=P(N(C)C)(N(C)C)N(C)C)(N(C)C)N(C)C.c1ccc(-c2cnoc2)cc1. No catalyst specified. The product is Cc1ccc(Nc2ccc(C(F)(F)F)cc2)cc1. The yield is 0.127.